Dataset: Peptide-MHC class II binding affinity with 134,281 pairs from IEDB. Task: Regression. Given a peptide amino acid sequence and an MHC pseudo amino acid sequence, predict their binding affinity value. This is MHC class II binding data. (1) The peptide sequence is EPFPKRVWEQIFSTW. The MHC is HLA-DQA10104-DQB10503 with pseudo-sequence HLA-DQA10104-DQB10503. The binding affinity (normalized) is 0.220. (2) The peptide sequence is IEVNPPFGDSYIIVG. The MHC is DRB1_0802 with pseudo-sequence DRB1_0802. The binding affinity (normalized) is 0.214. (3) The peptide sequence is YDKFLANVTTVLTGK. The MHC is DRB1_0404 with pseudo-sequence DRB1_0404. The binding affinity (normalized) is 0.649.